Dataset: Forward reaction prediction with 1.9M reactions from USPTO patents (1976-2016). Task: Predict the product of the given reaction. Given the reactants P(Cl)(Cl)(Cl)(Cl)Cl.P(Cl)(Cl)([Cl:9])=O.O[C:13]1[CH:18]=[C:17]([CH3:19])[NH:16][C:15](=[O:20])[C:14]=1[C:21]#[N:22], predict the reaction product. The product is: [Cl:9][C:13]1[CH:18]=[C:17]([CH3:19])[NH:16][C:15](=[O:20])[C:14]=1[C:21]#[N:22].